From a dataset of Reaction yield outcomes from USPTO patents with 853,638 reactions. Predict the reaction yield, written as a fraction of the theoretical maximum amount of product (1.0 means a 100% yield; for example, 0.34 means a 34% yield). (1) The reactants are IC1C2C(=CC([C@H]3[C@@]4(C5C(=CC=C(OC)C=5)NC4=O)C3)=CC=2)NN=1.CN1CCC(C2C=CC(B3OC(C)(C)C(C)(C)O3)=CC=2)CC1.[ClH:47].[CH3:48][O:49][C:50]1[CH:51]=[C:52]2[C:56](=[CH:57][CH:58]=1)[NH:55][C:54](=[O:59])[C@:53]12[CH2:61][C@H:60]1[C:62]1[CH:70]=[C:69]2[C:65]([C:66]([C:71]3[CH:76]=[CH:75][C:74]([CH:77]4[CH2:82][CH2:81][N:80]([CH3:83])[CH2:79][CH2:78]4)=[CH:73][CH:72]=3)=[N:67][NH:68]2)=[CH:64][CH:63]=1. The catalyst is CCOC(C)=O.O.C1COCC1. The product is [ClH:47].[CH3:48][O:49][C:50]1[CH:51]=[C:52]2[C:56](=[CH:57][CH:58]=1)[NH:55][C:54](=[O:59])[C@:53]12[CH2:61][C@H:60]1[C:62]1[CH:70]=[C:69]2[C:65]([C:66]([C:71]3[CH:76]=[CH:75][C:74]([CH:77]4[CH2:82][CH2:81][N:80]([CH3:83])[CH2:79][CH2:78]4)=[CH:73][CH:72]=3)=[N:67][NH:68]2)=[CH:64][CH:63]=1. The yield is 0.170. (2) The reactants are C([O:4][C@@:5]1([CH2:41][CH3:42])[C:38]2[CH:37]=[C:36]3[N:11]([CH2:12][C:13]4[C:14]3=[N:15][C:16]3[C:17]5[C:18]=4[N:19]([CH2:31][CH2:32][CH2:33][CH2:34][CH3:35])[C:20]([CH2:26][O:27]C(=O)C)=[N:21][C:22]=5[CH:23]=[CH:24][CH:25]=3)[C:10](=[O:39])[C:9]=2[CH2:8][O:7][C:6]1=[O:40])(=O)C.NN.Cl. The product is [CH2:41]([C@:5]1([OH:4])[C:38]2[CH:37]=[C:36]3[N:11]([CH2:12][C:13]4[C:14]3=[N:15][C:16]3[C:17]5[C:18]=4[N:19]([CH2:31][CH2:32][CH2:33][CH2:34][CH3:35])[C:20]([CH2:26][OH:27])=[N:21][C:22]=5[CH:23]=[CH:24][CH:25]=3)[C:10](=[O:39])[C:9]=2[CH2:8][O:7][C:6]1=[O:40])[CH3:42]. The catalyst is CO. The yield is 0.650. (3) The reactants are CC(C)(C)C([N:5]1[C:13]2[C:8](=[CH:9][C:10]([NH:14][CH:15]3[CH2:20][CH2:19][CH2:18][N:17]([CH2:21][C:22]4[CH:27]=[CH:26][C:25]([S:28][CH3:29])=[CH:24][CH:23]=4)[CH2:16]3)=[CH:11][CH:12]=2)[CH:7]=[N:6]1)=O.C[O-].[Na+]. The catalyst is CO. The product is [CH3:29][S:28][C:25]1[CH:24]=[CH:23][C:22]([CH2:21][N:17]2[CH2:18][CH2:19][CH2:20][CH:15]([NH:14][C:10]3[CH:9]=[C:8]4[C:13](=[CH:12][CH:11]=3)[NH:5][N:6]=[CH:7]4)[CH2:16]2)=[CH:27][CH:26]=1. The yield is 0.890. (4) The reactants are [H-].[Al+3].[Li+].[H-].[H-].[H-].C[O:8][C:9]([C:11]1[CH:15]=[C:14]([C:16]2[CH:21]=[C:20]([CH3:22])[CH:19]=[CH:18][C:17]=2[F:23])[O:13][N:12]=1)=O. The catalyst is C1COCC1. The product is [F:23][C:17]1[CH:18]=[CH:19][C:20]([CH3:22])=[CH:21][C:16]=1[C:14]1[O:13][N:12]=[C:11]([CH2:9][OH:8])[CH:15]=1. The yield is 0.980. (5) The reactants are [NH2:1][C:2]1[CH:3]=[C:4]([CH:21]=[CH:22][C:23]=1[CH3:24])[O:5][C:6]1[CH:7]=[CH:8][C:9]2[N:10]([CH:12]=[C:13]([NH:15][C:16]([CH:18]3[CH2:20][CH2:19]3)=[O:17])[N:14]=2)[N:11]=1.[CH3:25][N:26]1[C:30]([C:31](Cl)=[O:32])=[CH:29][C:28]([CH3:34])=[N:27]1.C(N(CC)CC)C. The catalyst is O1CCCC1.C(=O)([O-])O.[Na+]. The product is [CH:18]1([C:16]([NH:15][C:13]2[N:14]=[C:9]3[CH:8]=[CH:7][C:6]([O:5][C:4]4[CH:21]=[CH:22][C:23]([CH3:24])=[C:2]([NH:1][C:31]([C:30]5[N:26]([CH3:25])[N:27]=[C:28]([CH3:34])[CH:29]=5)=[O:32])[CH:3]=4)=[N:11][N:10]3[CH:12]=2)=[O:17])[CH2:20][CH2:19]1. The yield is 0.770. (6) The yield is 0.910. The reactants are S(Cl)(Cl)=O.[F:5][C:6]1[CH:14]=[C:13]([N+:15]([O-:17])=[O:16])[CH:12]=[CH:11][C:7]=1[C:8](O)=[O:9].[CH3:18][NH2:19]. The product is [CH3:18][NH:19][C:8](=[O:9])[C:7]1[CH:11]=[CH:12][C:13]([N+:15]([O-:17])=[O:16])=[CH:14][C:6]=1[F:5]. The catalyst is CN(C=O)C. (7) The yield is 0.100. The reactants are [C:1]([C:3]1[N:4]=[CH:5][C:6]([NH:9][C:10]2[CH:19]=[C:18]([NH:20][CH:21]3[CH2:26][CH2:25][N:24]([CH3:27])[CH2:23][CH2:22]3)[C:13]([C:14]([O:16]C)=[O:15])=[CH:12][N:11]=2)=[N:7][CH:8]=1)#[N:2].[I-].[Li+]. The catalyst is N1C=CC=CC=1. The product is [C:1]([C:3]1[N:4]=[CH:5][C:6]([NH:9][C:10]2[CH:19]=[C:18]([NH:20][CH:21]3[CH2:26][CH2:25][N:24]([CH3:27])[CH2:23][CH2:22]3)[C:13]([C:14]([OH:16])=[O:15])=[CH:12][N:11]=2)=[N:7][CH:8]=1)#[N:2]. (8) The reactants are [N:1]1([C:7]([O:9][CH2:10][C:11]2[CH:16]=[CH:15][CH:14]=[CH:13][CH:12]=2)=[O:8])[CH2:6][CH2:5][NH:4][CH2:3][CH2:2]1.Br[CH2:18][C:19]([O:21][CH3:22])=[O:20]. The catalyst is C1COCC1. The product is [CH3:22][O:21][C:19](=[O:20])[CH2:18][N:4]1[CH2:5][CH2:6][N:1]([C:7]([O:9][CH2:10][C:11]2[CH:16]=[CH:15][CH:14]=[CH:13][CH:12]=2)=[O:8])[CH2:2][CH2:3]1. The yield is 0.920.